From a dataset of Full USPTO retrosynthesis dataset with 1.9M reactions from patents (1976-2016). Predict the reactants needed to synthesize the given product. (1) Given the product [F:26][C:12]1[C:11]([NH:10][CH2:9][C:4]2[CH:5]=[C:6]([CH3:8])[CH:7]=[C:2]([C:32]3[CH:31]=[CH:30][CH:29]=[C:28]([F:27])[CH:33]=3)[CH:3]=2)=[C:24]([F:25])[CH:23]=[CH:22][C:13]=1[O:14][CH2:15][C:16]([O:18][CH:19]([CH3:21])[CH3:20])=[O:17], predict the reactants needed to synthesize it. The reactants are: Br[C:2]1[CH:3]=[C:4]([CH2:9][NH:10][C:11]2[C:12]([F:26])=[C:13]([CH:22]=[CH:23][C:24]=2[F:25])[O:14][CH2:15][C:16]([O:18][CH:19]([CH3:21])[CH3:20])=[O:17])[CH:5]=[C:6]([CH3:8])[CH:7]=1.[F:27][C:28]1[CH:29]=[C:30](B(O)O)[CH:31]=[CH:32][CH:33]=1.C([O-])([O-])=O.[K+].[K+]. (2) The reactants are: [CH2:1]([C@H:8]([NH:19]C(=O)OC(C)(C)C)[C@H:9]([OH:18])[CH2:10][NH:11][CH:12]1[CH2:17][CH2:16][CH2:15][CH2:14][CH2:13]1)[C:2]1[CH:7]=[CH:6][CH:5]=[CH:4][CH:3]=1.[ClH:27]. Given the product [ClH:27].[ClH:27].[NH2:19][C@@H:8]([CH2:1][C:2]1[CH:7]=[CH:6][CH:5]=[CH:4][CH:3]=1)[C@H:9]([OH:18])[CH2:10][NH:11][CH:12]1[CH2:13][CH2:14][CH2:15][CH2:16][CH2:17]1, predict the reactants needed to synthesize it. (3) Given the product [ClH:33].[CH:1]1([NH:4][CH:5]2[CH2:8][N:7]([C:9]([C:11]3[CH:12]=[C:13]([CH:26]=[CH:27][C:28]=3[F:29])[CH2:14][C:15]3[C:24]4[C:19](=[CH:20][CH:21]=[CH:22][CH:23]=4)[C:18](=[O:25])[NH:17][N:16]=3)=[O:10])[CH2:6]2)[CH2:2][CH2:3]1, predict the reactants needed to synthesize it. The reactants are: [CH:1]1([N:4](C2CC2)[CH:5]2[CH2:8][N:7]([C:9]([C:11]3[CH:12]=[C:13]([CH:26]=[CH:27][C:28]=3[F:29])[CH2:14][C:15]3[C:24]4[C:19](=[CH:20][CH:21]=[CH:22][CH:23]=4)[C:18](=[O:25])[NH:17][N:16]=3)=[O:10])[CH2:6]2)[CH2:3][CH2:2]1.[ClH:33]. (4) Given the product [CH2:20]([C:6]1([C:12]2[CH:17]=[CH:16][C:15]([O:18][CH3:19])=[CH:14][CH:13]=2)[C:5]2[C:9](=[CH:10][C:2]([Cl:1])=[CH:3][CH:4]=2)[NH:8][C:7]1=[O:11])[C:21]1[CH:26]=[CH:25][CH:24]=[CH:23][CH:22]=1, predict the reactants needed to synthesize it. The reactants are: [Cl:1][C:2]1[CH:10]=[C:9]2[C:5]([CH:6]([C:12]3[CH:17]=[CH:16][C:15]([O:18][CH3:19])=[CH:14][CH:13]=3)[C:7](=[O:11])[NH:8]2)=[CH:4][CH:3]=1.[CH2:20](Br)[C:21]1[CH:26]=[CH:25][CH:24]=[CH:23][CH:22]=1.[I-].[K+].C(=O)([O-])[O-].[K+].[K+]. (5) Given the product [CH2:1]([O:8][C:9](=[O:10])[NH:11][C@H:12]1[CH2:17][CH2:16][C@@H:15]([NH:18][C:19]([O:21][C:22]([CH3:23])([CH3:25])[CH3:24])=[O:20])[CH2:14][C@H:13]1[C:26]([N:43]1[CH2:42][CH2:41][CH2:40][CH2:38]1)=[O:28])[C:2]1[CH:3]=[CH:4][CH:5]=[CH:6][CH:7]=1, predict the reactants needed to synthesize it. The reactants are: [CH2:1]([O:8][C:9]([NH:11][C@H:12]1[CH2:17][CH2:16][C@@H:15]([NH:18][C:19]([O:21][C:22]([CH3:25])([CH3:24])[CH3:23])=[O:20])[CH2:14][C@H:13]1[C:26]([OH:28])=O)=[O:10])[C:2]1[CH:7]=[CH:6][CH:5]=[CH:4][CH:3]=1.CN(C(ON1N=NC2[CH:40]=[CH:41][CH:42]=[N:43][C:38]1=2)=[N+](C)C)C.F[P-](F)(F)(F)(F)F.N1CCCC1.CCN(C(C)C)C(C)C.